This data is from Forward reaction prediction with 1.9M reactions from USPTO patents (1976-2016). The task is: Predict the product of the given reaction. (1) Given the reactants [CH2:1]([C:7]1[CH:8]=[N:9][CH:10]=[C:11]([CH:15]=1)[C:12]([OH:14])=O)[CH2:2][CH2:3][CH2:4][CH2:5][CH3:6].O[N:17]=[C:18]([C:20]1[CH:28]=[CH:27][C:26]2[NH:25][C:24]3[CH:29]([CH2:32][C:33]([O:35][CH2:36][CH3:37])=[O:34])[CH2:30][CH2:31][C:23]=3[C:22]=2[CH:21]=1)[NH2:19], predict the reaction product. The product is: [CH2:1]([C:7]1[CH:15]=[C:11]([C:12]2[O:14][N:19]=[C:18]([C:20]3[CH:28]=[CH:27][C:26]4[NH:25][C:24]5[CH:29]([CH2:32][C:33]([O:35][CH2:36][CH3:37])=[O:34])[CH2:30][CH2:31][C:23]=5[C:22]=4[CH:21]=3)[N:17]=2)[CH:10]=[N:9][CH:8]=1)[CH2:2][CH2:3][CH2:4][CH2:5][CH3:6]. (2) Given the reactants O[C:2]1[C:11]2[C:6](=[CH:7][CH:8]=[CH:9][CH:10]=2)[N:5]=[N:4][CH:3]=1.P(Br)(Br)([Br:14])=O, predict the reaction product. The product is: [Br:14][C:2]1[C:11]2[C:6](=[CH:7][CH:8]=[CH:9][CH:10]=2)[N:5]=[N:4][CH:3]=1.